From a dataset of Peptide-MHC class II binding affinity with 134,281 pairs from IEDB. Regression. Given a peptide amino acid sequence and an MHC pseudo amino acid sequence, predict their binding affinity value. This is MHC class II binding data. (1) The peptide sequence is PRTLNGPGPGSPAIF. The MHC is DRB1_0401 with pseudo-sequence DRB1_0401. The binding affinity (normalized) is 0. (2) The peptide sequence is GMNPSHCNEMSWIQS. The MHC is HLA-DPA10103-DPB10301 with pseudo-sequence HLA-DPA10103-DPB10301. The binding affinity (normalized) is 0. (3) The peptide sequence is QWHKEGSSIGKLFTQ. The MHC is HLA-DQA10102-DQB10501 with pseudo-sequence HLA-DQA10102-DQB10501. The binding affinity (normalized) is 0. (4) The peptide sequence is ALSRVHSMFLGTGGS. The MHC is DRB1_0802 with pseudo-sequence DRB1_0802. The binding affinity (normalized) is 0.227. (5) The peptide sequence is PCRAGFETNVSHNVQ. The MHC is HLA-DQA10101-DQB10501 with pseudo-sequence HLA-DQA10101-DQB10501. The binding affinity (normalized) is 0.262. (6) The peptide sequence is DKVNLNQVIQSVRRL. The MHC is DRB1_0101 with pseudo-sequence DRB1_0101. The binding affinity (normalized) is 0.240.